This data is from Forward reaction prediction with 1.9M reactions from USPTO patents (1976-2016). The task is: Predict the product of the given reaction. Given the reactants I[C:2]1[CH:7]=[CH:6][C:5](/[C:8](/[CH3:15])=[CH:9]/[C:10]([O:12][CH2:13][CH3:14])=[O:11])=[CH:4][CH:3]=1.[Cl:16][C:17]1[CH:18]=[C:19](B(O)O)[CH:20]=[C:21]([Cl:23])[CH:22]=1, predict the reaction product. The product is: [Cl:16][C:17]1[CH:18]=[C:19]([C:2]2[CH:7]=[CH:6][C:5](/[C:8](/[CH3:15])=[CH:9]/[C:10]([O:12][CH2:13][CH3:14])=[O:11])=[CH:4][CH:3]=2)[CH:20]=[C:21]([Cl:23])[CH:22]=1.